This data is from Reaction yield outcomes from USPTO patents with 853,638 reactions. The task is: Predict the reaction yield, written as a fraction of the theoretical maximum amount of product (1.0 means a 100% yield; for example, 0.34 means a 34% yield). (1) The reactants are [BH4-].[Li+].[Cl:3][C:4]1[C:12]2[N:11]=[C:10]([NH:13][C:14]3[C:15]([O:20][CH3:21])=[N:16][CH:17]=[CH:18][CH:19]=3)[N:9]([CH2:22][CH2:23][CH2:24][C:25](OCC)=[O:26])[C:8]=2[C:7]([CH:30]([CH2:33][CH3:34])[CH2:31][CH3:32])=[CH:6][CH:5]=1. The catalyst is O1CCCC1. The product is [Cl:3][C:4]1[C:12]2[N:11]=[C:10]([NH:13][C:14]3[C:15]([O:20][CH3:21])=[N:16][CH:17]=[CH:18][CH:19]=3)[N:9]([CH2:22][CH2:23][CH2:24][CH2:25][OH:26])[C:8]=2[C:7]([CH:30]([CH2:33][CH3:34])[CH2:31][CH3:32])=[CH:6][CH:5]=1. The yield is 0.860. (2) The reactants are [CH3:1][N:2]1[C:7](=[O:8])[CH2:6][CH:5]([C:9]2[CH:14]=[CH:13][C:12]([N+:15]([O-])=O)=[CH:11][CH:10]=2)[CH2:4][C:3]1=[O:18]. The catalyst is CO.[Pd]. The product is [NH2:15][C:12]1[CH:11]=[CH:10][C:9]([CH:5]2[CH2:4][C:3](=[O:18])[N:2]([CH3:1])[C:7](=[O:8])[CH2:6]2)=[CH:14][CH:13]=1. The yield is 0.940. (3) The reactants are [N+:1]([C:4]1[CH:5]=[C:6]([CH:10]=[CH:11][C:12]=1[N+:13]([O-:15])=[O:14])[C:7]([OH:9])=O)([O-:3])=[O:2].O=S(Cl)Cl.[CH3:20][N:21]1[CH2:26][CH2:25][NH:24][CH2:23][CH2:22]1.CCN(CC)CC. The catalyst is C(Cl)Cl. The product is [N+:1]([C:4]1[CH:5]=[C:6]([C:7]([N:24]2[CH2:25][CH2:26][N:21]([CH3:20])[CH2:22][CH2:23]2)=[O:9])[CH:10]=[CH:11][C:12]=1[N+:13]([O-:15])=[O:14])([O-:3])=[O:2]. The yield is 0.952. (4) The reactants are N[C:2]1[CH:14]=[CH:13][C:12]2[C:11]3[C:6](=[CH:7][CH:8]=[CH:9][CH:10]=3)[CH2:5][C:4]=2[CH:3]=1.[BH3-][C:16]#[N:17].[Na+].[OH-].[Na+].[CH3:21]C(O)=O. No catalyst specified. The product is [CH3:21][N:17]([CH3:16])[C:2]1[CH:14]=[CH:13][C:12]2[C:11]3[C:6](=[CH:7][CH:8]=[CH:9][CH:10]=3)[CH2:5][C:4]=2[CH:3]=1. The yield is 0.940. (5) The reactants are [OH:1][C:2]1[C:3]([C:19]([C:22]2[CH:27]=[CH:26][CH:25]=[CH:24][CH:23]=2)([CH3:21])[CH3:20])=[N:4][C:5]2[C:10]([C:11]=1[C:12]([OH:14])=[O:13])=[CH:9][CH:8]=[C:7]1[CH2:15]CC[CH2:18][C:6]=21.CC1C(C)=C2C(C(=O)C(=O)N2)=CC=1.C(OCC(=O)C(C1C=CC([Cl:56])=CC=1)(C)C)(=O)C. The yield is 0.0830. The product is [Cl:56][C:25]1[CH:26]=[CH:27][C:22]([C:19]([C:3]2[C:2]([OH:1])=[C:11]([C:12]([OH:14])=[O:13])[C:10]3[C:5](=[C:6]([CH3:18])[C:7]([CH3:15])=[CH:8][CH:9]=3)[N:4]=2)([CH3:21])[CH3:20])=[CH:23][CH:24]=1. No catalyst specified.